Regression. Given a peptide amino acid sequence and an MHC pseudo amino acid sequence, predict their binding affinity value. This is MHC class II binding data. From a dataset of Peptide-MHC class II binding affinity with 134,281 pairs from IEDB. (1) The peptide sequence is AFKVAATAAQAAPAN. The MHC is HLA-DPA10103-DPB10301 with pseudo-sequence HLA-DPA10103-DPB10301. The binding affinity (normalized) is 0.789. (2) The peptide sequence is DEINTIFSDYIPYVF. The MHC is HLA-DQA10102-DQB10602 with pseudo-sequence HLA-DQA10102-DQB10602. The binding affinity (normalized) is 0.221. (3) The peptide sequence is KGVYINTALLNASCA. The MHC is DRB5_0101 with pseudo-sequence DRB5_0101. The binding affinity (normalized) is 0.198. (4) The peptide sequence is AAATATTTVYGAFAA. The MHC is HLA-DQA10501-DQB10301 with pseudo-sequence HLA-DQA10501-DQB10301. The binding affinity (normalized) is 0.553. (5) The peptide sequence is LSPLSNMVSMANNHM. The MHC is DRB1_0701 with pseudo-sequence DRB1_0701. The binding affinity (normalized) is 0.315. (6) The peptide sequence is GAMLVGQVTLLDLLK. The MHC is DRB3_0301 with pseudo-sequence DRB3_0301. The binding affinity (normalized) is 0.872. (7) The peptide sequence is KFTVFEAAFNDAIKA. The MHC is HLA-DPA10201-DPB11401 with pseudo-sequence HLA-DPA10201-DPB11401. The binding affinity (normalized) is 0.192. (8) The peptide sequence is YLQMNSLRAEDTAVY. The MHC is DRB1_0701 with pseudo-sequence DRB1_0701. The binding affinity (normalized) is 0.374.